This data is from Full USPTO retrosynthesis dataset with 1.9M reactions from patents (1976-2016). The task is: Predict the reactants needed to synthesize the given product. (1) Given the product [CH3:11][N:12]([CH3:13])[C:2]1[CH:3]=[CH:4][C:5]([CH:8]=[O:9])=[N:6][CH:7]=1, predict the reactants needed to synthesize it. The reactants are: F[C:2]1[CH:3]=[CH:4][C:5]([CH:8]=[O:9])=[N:6][CH:7]=1.Cl.[CH3:11][NH:12][CH3:13].CCN(C(C)C)C(C)C. (2) Given the product [Cl:1][C:2]1[CH:22]=[C:21]([Cl:23])[CH:20]=[CH:19][C:3]=1[CH2:4][O:5][C:6]1[CH:18]=[CH:17][C:9]2[C:10]([OH:27])([C:13]([O:15][CH3:16])=[O:14])[CH2:11][O:12][C:8]=2[CH:7]=1, predict the reactants needed to synthesize it. The reactants are: [Cl:1][C:2]1[CH:22]=[C:21]([Cl:23])[CH:20]=[CH:19][C:3]=1[CH2:4][O:5][C:6]1[CH:18]=[CH:17][C:9]2[CH:10]([C:13]([O:15][CH3:16])=[O:14])[CH2:11][O:12][C:8]=2[CH:7]=1.[H-].[Na+].C=[O:27].